From a dataset of Full USPTO retrosynthesis dataset with 1.9M reactions from patents (1976-2016). Predict the reactants needed to synthesize the given product. (1) The reactants are: [C:1]([O:5][C:6](=[O:46])[NH:7][CH2:8][CH:9]([C:30]1[CH:35]=[CH:34][C:33](B2OC(C)(C)C(C)(C)O2)=[CH:32][C:31]=1[CH3:45])[CH2:10][C:11]1[CH:16]=[CH:15][C:14]([O:17][CH2:18][CH2:19][O:20][C:21]2[C:26]([Cl:27])=[CH:25][C:24]([CH3:28])=[CH:23][C:22]=2[Cl:29])=[CH:13][CH:12]=1)([CH3:4])([CH3:3])[CH3:2].Br[C:48]1[N:55]=[CH:54][CH:53]=[CH:52][C:49]=1[CH:50]=[O:51]. Given the product [Cl:29][C:22]1[CH:23]=[C:24]([CH3:28])[CH:25]=[C:26]([Cl:27])[C:21]=1[O:20][CH2:19][CH2:18][O:17][C:14]1[CH:15]=[CH:16][C:11]([CH2:10][CH:9]([C:30]2[CH:35]=[CH:34][C:33]([C:48]3[C:49]([CH:50]=[O:51])=[CH:52][CH:53]=[CH:54][N:55]=3)=[CH:32][C:31]=2[CH3:45])[CH2:8][NH:7][C:6](=[O:46])[O:5][C:1]([CH3:3])([CH3:2])[CH3:4])=[CH:12][CH:13]=1, predict the reactants needed to synthesize it. (2) Given the product [C:28]1([CH:21]([C:15]2[CH:20]=[CH:19][CH:18]=[CH:17][CH:16]=2)[N:22]2[CH2:23][CH2:24][N:25]([CH2:13][CH2:12][CH2:11][C:9]3[O:8][N:7]=[C:6]([C:2]4[S:1][CH:5]=[CH:4][CH:3]=4)[CH:10]=3)[CH2:26][CH2:27]2)[CH:29]=[CH:30][CH:31]=[CH:32][CH:33]=1, predict the reactants needed to synthesize it. The reactants are: [S:1]1[CH:5]=[CH:4][CH:3]=[C:2]1[C:6]1[CH:10]=[C:9]([CH2:11][CH2:12][CH:13]=O)[O:8][N:7]=1.[C:15]1([CH:21]([C:28]2[CH:33]=[CH:32][CH:31]=[CH:30][CH:29]=2)[N:22]2[CH2:27][CH2:26][NH:25][CH2:24][CH2:23]2)[CH:20]=[CH:19][CH:18]=[CH:17][CH:16]=1.[BH-](OC(C)=O)(OC(C)=O)OC(C)=O.[Na+].